From a dataset of Forward reaction prediction with 1.9M reactions from USPTO patents (1976-2016). Predict the product of the given reaction. (1) Given the reactants [NH2:1][C:2]1[CH:29]=[CH:28][C:5]([O:6][C:7]2[CH:12]=[CH:11][N:10]=[C:9]([NH:13][C:14]([N:16]3[CH2:21][CH2:20][CH:19]([CH2:22][N:23]4[CH2:27][CH2:26][CH2:25][CH2:24]4)[CH2:18][CH2:17]3)=[O:15])[CH:8]=2)=[CH:4][CH:3]=1.[F:30][C:31]1[CH:36]=[CH:35][C:34]([NH:37][C:38]([C:40]2([C:43](O)=[O:44])[CH2:42][CH2:41]2)=[O:39])=[CH:33][CH:32]=1.C(N(CC)CC)C.F[P-](F)(F)(F)(F)F.N1(O[P+](N(C)C)(N(C)C)N(C)C)C2C=CC=CC=2N=N1, predict the reaction product. The product is: [F:30][C:31]1[CH:32]=[CH:33][C:34]([NH:37][C:38]([C:40]2([C:43]([NH:1][C:2]3[CH:29]=[CH:28][C:5]([O:6][C:7]4[CH:12]=[CH:11][N:10]=[C:9]([NH:13][C:14]([N:16]5[CH2:17][CH2:18][CH:19]([CH2:22][N:23]6[CH2:27][CH2:26][CH2:25][CH2:24]6)[CH2:20][CH2:21]5)=[O:15])[CH:8]=4)=[CH:4][CH:3]=3)=[O:44])[CH2:42][CH2:41]2)=[O:39])=[CH:35][CH:36]=1. (2) The product is: [OH:11][CH2:10][CH:9]([NH:8][C:6](=[O:7])[O:5][C:1]([CH3:4])([CH3:3])[CH3:2])[CH2:13][CH2:14][CH2:15][CH2:16][CH2:17][CH2:18][CH2:19][CH2:20][CH2:21][CH2:22][CH2:23][CH3:24]. Given the reactants [C:1]([O:5][C:6]([NH:8][CH:9]([CH2:13][CH2:14][CH2:15][CH2:16][CH2:17][CH2:18][CH2:19][CH2:20][CH2:21][CH2:22][CH2:23][CH3:24])[C:10](O)=[O:11])=[O:7])([CH3:4])([CH3:3])[CH3:2], predict the reaction product. (3) The product is: [NH2:1][C:5]1[CH:6]=[C:7]([C:19]([OH:21])=[O:20])[C:8]([OH:11])=[CH:9][CH:10]=1. Given the reactants [NH:1]([C:5]1[CH:10]=[CH:9][C:8]([OH:11])=[CH:7][CH:6]=1)C(C)=O.[OH-].[Li+].[O-2].[Al+3].[O-2].[O-2].[Al+3].[C:19](=[O:21])=[O:20], predict the reaction product. (4) Given the reactants [OH-].[K+].[CH3:3][C:4]1[CH:8]=[C:7]([CH3:9])[NH:6][N:5]=1.[Cl:10][C:11]1[CH:18]=[CH:17][CH:16]=[CH:15][C:12]=1[CH2:13]Cl.O, predict the reaction product. The product is: [Cl:10][C:11]1[CH:18]=[CH:17][CH:16]=[CH:15][C:12]=1[CH2:13][N:5]1[C:4]([CH3:3])=[CH:8][C:7]([CH3:9])=[N:6]1. (5) The product is: [CH3:1][O:14][C:13](=[O:15])[C:12]1[CH:16]=[CH:17][C:9]([Cl:8])=[N:10][C:11]=1[O:18][CH2:19][CH:20]([F:21])[F:22]. Given the reactants [CH3:1][Si](C=[N+]=[N-])(C)C.[Cl:8][C:9]1[CH:17]=[CH:16][C:12]([C:13]([OH:15])=[O:14])=[C:11]([O:18][CH2:19][CH:20]([F:22])[F:21])[N:10]=1, predict the reaction product. (6) Given the reactants [C:1](Cl)(=O)[C:2]([Cl:4])=[O:3].CN(C=O)C.[O:12]=[C:13]1[N:18]([CH2:19][C:20]2[CH:21]=C([CH:26]=[CH:27][CH:28]=2)C(O)=O)[N:17]=[C:16]([C:29]2[O:33][N:32]=[C:31]([C:34]3[CH:39]=[CH:38][C:37]([O:40][C:41]([F:44])([F:43])[F:42])=[CH:36][CH:35]=3)[N:30]=2)[CH:15]=[CH:14]1, predict the reaction product. The product is: [O:12]=[C:13]1[N:18]([CH2:19][C:20]2[CH:21]=[C:1]([CH:26]=[CH:27][CH:28]=2)[C:2]([Cl:4])=[O:3])[N:17]=[C:16]([C:29]2[O:33][N:32]=[C:31]([C:34]3[CH:35]=[CH:36][C:37]([O:40][C:41]([F:42])([F:44])[F:43])=[CH:38][CH:39]=3)[N:30]=2)[CH:15]=[CH:14]1. (7) Given the reactants [CH3:1][N:2]1[CH:7]=[C:6](B2OC(C)(C)C(C)(C)O2)[CH:5]=[C:4]([NH:17][C:18]2[CH:23]=[CH:22][C:21]([C:24]([N:26]3[CH2:31][CH2:30][O:29][CH2:28][CH2:27]3)=[O:25])=[CH:20][N:19]=2)[C:3]1=[O:32].Br[C:34]1[C:35]([CH3:54])=[C:36]([N:40]2[CH2:49][CH2:48][C:47]3[C:42](=[CH:43][CH:44]=[C:45]([N:50]([CH3:52])[CH3:51])[CH:46]=3)[C:41]2=[O:53])[CH:37]=[CH:38][CH:39]=1.P([O-])([O-])([O-])=O.[K+].[K+].[K+], predict the reaction product. The product is: [CH3:51][N:50]([CH3:52])[C:45]1[CH:46]=[C:47]2[C:42](=[CH:43][CH:44]=1)[C:41](=[O:53])[N:40]([C:36]1[CH:37]=[CH:38][CH:39]=[C:34]([C:6]3[CH:5]=[C:4]([NH:17][C:18]4[CH:23]=[CH:22][C:21]([C:24]([N:26]5[CH2:27][CH2:28][O:29][CH2:30][CH2:31]5)=[O:25])=[CH:20][N:19]=4)[C:3](=[O:32])[N:2]([CH3:1])[CH:7]=3)[C:35]=1[CH3:54])[CH2:49][CH2:48]2. (8) Given the reactants C[O:2][C:3]([C:5]1[C:6]([OH:31])=[C:7]2[C:12](=[C:13]([C:15]#[N:16])[N:14]=1)[N:11]([CH2:17][C:18]1[CH:23]=[CH:22][CH:21]=[CH:20][CH:19]=1)[C:10](=[O:24])[C:9]([C:25]1[CH:30]=[CH:29][CH:28]=[CH:27][CH:26]=1)=[CH:8]2)=O.[CH3:32][NH2:33].O, predict the reaction product. The product is: [CH3:32][NH:33][C:3]([C:5]1[C:6]([OH:31])=[C:7]2[C:12](=[C:13]([C:15]#[N:16])[N:14]=1)[N:11]([CH2:17][C:18]1[CH:23]=[CH:22][CH:21]=[CH:20][CH:19]=1)[C:10](=[O:24])[C:9]([C:25]1[CH:26]=[CH:27][CH:28]=[CH:29][CH:30]=1)=[CH:8]2)=[O:2].